Dataset: Full USPTO retrosynthesis dataset with 1.9M reactions from patents (1976-2016). Task: Predict the reactants needed to synthesize the given product. (1) Given the product [CH3:1][O:2][C:3]([C:5]1[C:6]([OH:24])=[C:7]2[C:12](=[CH:13][N:14]=1)[N:11]([CH2:15][C:16]1[CH:21]=[CH:20][CH:19]=[CH:18][CH:17]=1)[C:10](=[O:22])[C:9]([C:30]1[CH:35]=[C:34]([F:36])[CH:33]=[CH:32][C:31]=1[O:37][CH3:38])=[CH:8]2)=[O:4], predict the reactants needed to synthesize it. The reactants are: [CH3:1][O:2][C:3]([C:5]1[C:6]([OH:24])=[C:7]2[C:12](=[CH:13][N:14]=1)[N:11]([CH2:15][C:16]1[CH:21]=[CH:20][CH:19]=[CH:18][CH:17]=1)[C:10](=[O:22])[C:9](Br)=[CH:8]2)=[O:4].C([Sn](CCCC)(CCCC)[C:30]1[CH:35]=[C:34]([F:36])[CH:33]=[CH:32][C:31]=1[O:37][CH3:38])CCC.CCOC(C)=O.Cl. (2) Given the product [F:1][C:2]1[CH:10]=[CH:9][C:8]([I:11])=[C:7]2[C:3]=1[CH2:4][NH:5][C:6]2=[O:12], predict the reactants needed to synthesize it. The reactants are: [F:1][C:2]1[CH:10]=[CH:9][C:8]([I:11])=[C:7]2[C:3]=1[CH:4](O)[N:5](C(C)(C1C=CC=CC=1)C)[C:6]2=[O:12].FC(F)(F)C(O)=O.C([SiH](CC)CC)C. (3) Given the product [CH:11]1([CH2:10][CH2:9][C:8]([N:7]([C:17]2[CH:18]=[CH:19][C:20]3[C:25](=[O:26])[O:24][C:23]([CH3:28])([CH3:27])[O:22][C:21]=3[CH:29]=2)[CH2:6][C:5]2[CH:4]=[CH:3][C:2]([C:42]#[C:41][CH2:40][CH2:39][CH2:38][C:32]3[CH:37]=[CH:36][CH:35]=[CH:34][CH:33]=3)=[CH:31][CH:30]=2)=[O:16])[CH2:12][CH2:13][CH2:14][CH2:15]1, predict the reactants needed to synthesize it. The reactants are: Br[C:2]1[CH:31]=[CH:30][C:5]([CH2:6][N:7]([C:17]2[CH:18]=[CH:19][C:20]3[C:25](=[O:26])[O:24][C:23]([CH3:28])([CH3:27])[O:22][C:21]=3[CH:29]=2)[C:8](=[O:16])[CH2:9][CH2:10][CH:11]2[CH2:15][CH2:14][CH2:13][CH2:12]2)=[CH:4][CH:3]=1.[C:32]1([CH2:38][CH2:39][CH2:40][C:41]#[CH:42])[CH:37]=[CH:36][CH:35]=[CH:34][CH:33]=1. (4) Given the product [CH3:2][O:3][C:4](=[O:24])[CH2:5][C@H:6]1[CH2:7][CH2:8][C@H:9]([C:12]2[CH:13]=[CH:14][C:15]([NH:18][C:19](=[O:23])[CH2:20][CH2:21][NH:22][C:48]([C:46]3[N:47]=[C:43]([C:38]4[CH:39]=[CH:40][CH:41]=[CH:42][C:37]=4[F:36])[O:44][C:45]=3[C:51]([F:54])([F:53])[F:52])=[O:49])=[CH:16][CH:17]=2)[CH2:10][CH2:11]1, predict the reactants needed to synthesize it. The reactants are: Cl.[CH3:2][O:3][C:4](=[O:24])[CH2:5][C@H:6]1[CH2:11][CH2:10][C@H:9]([C:12]2[CH:17]=[CH:16][C:15]([NH:18][C:19](=[O:23])[CH2:20][CH2:21][NH2:22])=[CH:14][CH:13]=2)[CH2:8][CH2:7]1.CCN=C=NCCCN(C)C.[F:36][C:37]1[CH:42]=[CH:41][CH:40]=[CH:39][C:38]=1[C:43]1[O:44][C:45]([C:51]([F:54])([F:53])[F:52])=[C:46]([C:48](O)=[O:49])[N:47]=1.C1C=CC2N(O)N=NC=2C=1.C(N(C(C)C)C(C)C)C. (5) The reactants are: [F:1][C:2]1[CH:28]=[CH:27][C:5]([CH2:6][NH:7][C:8]([C:10]2[C:19]([OH:20])=[C:18]3[C:13]([CH:14]=[CH:15][CH:16]=[N:17]3)=[C:12](/[CH:21]=[CH:22]/[C:23]([O:25]C)=O)[N:11]=2)=[O:9])=[CH:4][CH:3]=1.FC1C=CC([CH2:34][NH:35][C:36](C2C(O)=C3C(C=CC=N3)=C(CCC(OC)=O)N=2)=O)=CC=1. Given the product [F:1][C:2]1[CH:3]=[CH:4][C:5]([CH2:6][NH:7][C:8]([C:10]2[C:19]([OH:20])=[C:18]3[C:13]([CH:14]=[CH:15][CH:16]=[N:17]3)=[C:12](/[CH:21]=[CH:22]/[C:23]([N:35]([CH3:36])[CH3:34])=[O:25])[N:11]=2)=[O:9])=[CH:27][CH:28]=1, predict the reactants needed to synthesize it. (6) Given the product [Br:14][C:12]1[N:11]=[CH:10][C:9]2[N:15]=[C:6]([CH2:5][OH:4])[N:7]([CH:16]([CH2:18][CH2:19][CH3:20])[CH3:17])[C:8]=2[CH:13]=1, predict the reactants needed to synthesize it. The reactants are: C([O:4][CH2:5][C:6]1[N:7]([CH:16]([CH2:18][CH2:19][CH3:20])[CH3:17])[C:8]2[CH:13]=[C:12]([Br:14])[N:11]=[CH:10][C:9]=2[N:15]=1)(=O)C.[OH-].[Na+].O. (7) Given the product [CH3:13][C:12]([CH3:15])([CH3:14])[CH2:11][NH:16][C:8]([C:6]1[CH:5]=[CH:4][CH:3]=[C:2]([Br:1])[N:7]=1)=[O:10], predict the reactants needed to synthesize it. The reactants are: [Br:1][C:2]1[N:7]=[C:6]([C:8]([OH:10])=O)[CH:5]=[CH:4][CH:3]=1.[CH2:11]([NH2:16])[C:12]([CH3:15])([CH3:14])[CH3:13]. (8) Given the product [N:20]1([C:2]2[N:7]=[CH:6][N:5]=[C:4]([NH:8][C:9]3[CH:10]=[C:11]([CH2:15][S:16]([NH2:19])(=[O:18])=[O:17])[CH:12]=[CH:13][CH:14]=3)[N:3]=2)[CH2:25][CH2:24][O:23][CH2:22][CH2:21]1, predict the reactants needed to synthesize it. The reactants are: Cl[C:2]1[N:7]=[CH:6][N:5]=[C:4]([NH:8][C:9]2[CH:10]=[C:11]([CH2:15][S:16]([NH2:19])(=[O:18])=[O:17])[CH:12]=[CH:13][CH:14]=2)[N:3]=1.[NH:20]1[CH2:25][CH2:24][O:23][CH2:22][CH2:21]1.CCN(C(C)C)C(C)C.